From a dataset of Ames mutagenicity test results for genotoxicity prediction. Regression/Classification. Given a drug SMILES string, predict its toxicity properties. Task type varies by dataset: regression for continuous values (e.g., LD50, hERG inhibition percentage) or binary classification for toxic/non-toxic outcomes (e.g., AMES mutagenicity, cardiotoxicity, hepatotoxicity). Dataset: ames. (1) The drug is Cc1c2c(c(C)c3ccccc13)-c1cccc3cccc-2c13. The result is 1 (mutagenic). (2) The compound is [N-]=[N+]=CC(=O)NCC(N)=O. The result is 1 (mutagenic). (3) The drug is CC(C)Sc1cc(Cc2ccc(N)c(SC(C)C)c2)ccc1N. The result is 1 (mutagenic). (4) The molecule is CC(=O)OCc1ccc2ccc3cccc4ccc1c2c34. The result is 1 (mutagenic). (5) The molecule is CC1=CC2=C(C=O)C(=O)[C@](C)(O)[C@H](O)C2=CO1. The result is 1 (mutagenic). (6) The drug is Cc1cc([N+](=O)[O-])ccc1N. The result is 1 (mutagenic). (7) The molecule is CC(N)Cc1ccccc1. The result is 0 (non-mutagenic).